From a dataset of Reaction yield outcomes from USPTO patents with 853,638 reactions. Predict the reaction yield, written as a fraction of the theoretical maximum amount of product (1.0 means a 100% yield; for example, 0.34 means a 34% yield). (1) The reactants are [CH3:1][C:2]1[CH:11]=[C:5]2[CH:6]=[C:7]([CH3:10])[CH:8]=[CH:9][N:4]2[N:3]=1.O=P(Cl)(Cl)Cl.[OH-].[Na+].CN([CH:22]=[O:23])C. No catalyst specified. The product is [CH3:1][C:2]1[C:11]([CH:22]=[O:23])=[C:5]2[CH:6]=[C:7]([CH3:10])[CH:8]=[CH:9][N:4]2[N:3]=1. The yield is 0.830. (2) The reactants are Br[C:2]1[N:3]=[C:4]([N:14]2[C:22]3[C:17](=[CH:18][C:19]([Cl:24])=[CH:20][C:21]=3[Cl:23])[CH2:16][CH2:15]2)[C:5](=[O:13])[N:6]([CH:8]([CH2:11][CH3:12])[CH2:9][CH3:10])[CH:7]=1.[CH3:25][N:26](C)C=O. The catalyst is O.[C-]#N.[Zn+2].[C-]#N.C1C=CC([P]([Pd]([P](C2C=CC=CC=2)(C2C=CC=CC=2)C2C=CC=CC=2)([P](C2C=CC=CC=2)(C2C=CC=CC=2)C2C=CC=CC=2)[P](C2C=CC=CC=2)(C2C=CC=CC=2)C2C=CC=CC=2)(C2C=CC=CC=2)C2C=CC=CC=2)=CC=1. The product is [Cl:24][C:19]1[CH:18]=[C:17]2[C:22](=[C:21]([Cl:23])[CH:20]=1)[N:14]([C:4]1[C:5](=[O:13])[N:6]([CH:8]([CH2:11][CH3:12])[CH2:9][CH3:10])[CH:7]=[C:2]([C:25]#[N:26])[N:3]=1)[CH2:15][CH2:16]2. The yield is 0.210. (3) The yield is 0.740. The catalyst is CO. The product is [Cl:1][C:2]1[N:3]([C@@H:16]2[O:30][C@H:29]([CH2:31][OH:32])[C@@H:18]([OH:19])[CH2:17]2)[C:4]2[C:9]([C:10]=1[C:11](=[O:13])[CH3:12])=[CH:8][C:7]([Cl:14])=[C:6]([Cl:15])[CH:5]=2. The reactants are [Cl:1][C:2]1[N:3]([C@@H:16]2[O:30][C@H:29]([CH2:31][O:32]C(C3C=CC(C)=CC=3)=O)[C@@H:18]([O:19]C(C3C=CC(C)=CC=3)=O)[CH2:17]2)[C:4]2[C:9]([C:10]=1[C:11](=[O:13])[CH3:12])=[CH:8][C:7]([Cl:14])=[C:6]([Cl:15])[CH:5]=2.C[O-].[Na+].